This data is from Reaction yield outcomes from USPTO patents with 853,638 reactions. The task is: Predict the reaction yield, written as a fraction of the theoretical maximum amount of product (1.0 means a 100% yield; for example, 0.34 means a 34% yield). (1) The reactants are CS(O[CH2:6][C@H:7]1[CH2:12][CH2:11][C@H:10]([NH:13][C:14]2[C:23]3[C:18](=[CH:19][CH:20]=[C:21]([Cl:24])[N:22]=3)[N:17]=[CH:16][C:15]=2[C:25](=[O:27])[CH3:26])[CH2:9][CH2:8]1)(=O)=O.[NH:28]1[CH2:33][CH2:32][O:31][CH2:30][CH2:29]1. No catalyst specified. The product is [Cl:24][C:21]1[N:22]=[C:23]2[C:18](=[CH:19][CH:20]=1)[N:17]=[CH:16][C:15]([C:25](=[O:27])[CH3:26])=[C:14]2[NH:13][C@H:10]1[CH2:11][CH2:12][C@H:7]([CH2:6][N:28]2[CH2:33][CH2:32][O:31][CH2:30][CH2:29]2)[CH2:8][CH2:9]1. The yield is 0.380. (2) The reactants are [CH3:1][C@@H:2]1[C:13](=[O:14])[O:12][CH2:11][C@@H:10]2[CH2:15][CH2:16][CH2:17][N:9]2[C:8](=[O:18])[C@H:7]([CH2:19][C:20]([O:22]C(C)(C)C)=O)[CH2:6][CH:5]=[CH:4][CH2:3]1.FC(F)(F)C(O)=O.C[C@@H]1C(=O)OC[C@@H]2CCCN2C(=O)[C@H](CC(O)=O)CC=CC1.[Cl:56][C:57]1[CH:62]=[CH:61][C:60]([CH2:63][NH2:64])=[CH:59][CH:58]=1. The catalyst is C(Cl)Cl.CO.C(Cl)Cl. The product is [Cl:56][C:57]1[CH:62]=[CH:61][C:60]([CH2:63][NH:64][C:20](=[O:22])[CH2:19][C@@H:7]2[CH2:6][CH:5]=[CH:4][CH2:3][C@H:2]([CH3:1])[C:13](=[O:14])[O:12][CH2:11][C@@H:10]3[CH2:15][CH2:16][CH2:17][N:9]3[C:8]2=[O:18])=[CH:59][CH:58]=1. The yield is 0.170. (3) The yield is 0.570. No catalyst specified. The reactants are [F:1][C:2]1[CH:11]=[CH:10][C:5]([C:6]([NH:8][NH2:9])=[O:7])=[CH:4][CH:3]=1.[CH2:12](OC(OCC)OCC)C. The product is [F:1][C:2]1[CH:11]=[CH:10][C:5]([C:6]2[O:7][CH:12]=[N:9][N:8]=2)=[CH:4][CH:3]=1. (4) The reactants are [N:1]1([CH2:6][CH2:7][CH2:8][CH2:9][C:10]2[CH:15]=[CH:14][C:13]([NH2:16])=[CH:12][CH:11]=2)[CH:5]=[CH:4][N:3]=[N:2]1.[C:17](O[C:17]([O:19][C:20]([CH3:23])([CH3:22])[CH3:21])=[O:18])([O:19][C:20]([CH3:23])([CH3:22])[CH3:21])=[O:18]. The product is [C:20]([O:19][C:17](=[O:18])[NH:16][C:13]1[CH:12]=[CH:11][C:10]([CH2:9][CH2:8][CH2:7][CH2:6][N:1]2[CH:5]=[CH:4][N:3]=[N:2]2)=[CH:15][CH:14]=1)([CH3:23])([CH3:22])[CH3:21]. The catalyst is C1COCC1. The yield is 0.820. (5) The product is [NH2:6][C:3]1[CH:4]=[CH:5][N:1]([C:19]2[CH:20]=[N:21][CH:22]=[CH:23][CH:24]=2)[N:2]=1. The catalyst is O.[Cu]Cl. The reactants are [NH:1]1[CH:5]=[CH:4][C:3]([NH2:6])=[N:2]1.C(=O)([O-])[O-].[K+].[K+].CN(C)C=O.Br[C:19]1[CH:20]=[N:21][CH:22]=[CH:23][CH:24]=1. The yield is 0.570. (6) The reactants are Br[C:2]1[CH:3]=[N:4][N:5]([C:7]2[CH:12]=[CH:11][C:10]([O:13][CH3:14])=[CH:9][CH:8]=2)[CH:6]=1.C([Li])CCC.CCCCCC.CN(C)[CH:28]=[O:29]. The catalyst is O1CCCC1. The product is [CH3:14][O:13][C:10]1[CH:11]=[CH:12][C:7]([N:5]2[CH:6]=[C:2]([CH:28]=[O:29])[CH:3]=[N:4]2)=[CH:8][CH:9]=1. The yield is 0.200. (7) The reactants are [Br:1]N1C(=O)CCC1=O.[CH:9]([C:12]1[CH:17]=[CH:16][N:15]=[C:14]([NH2:18])[N:13]=1)([CH3:11])[CH3:10]. The catalyst is C(Cl)(Cl)Cl. The product is [Br:1][C:17]1[C:12]([CH:9]([CH3:11])[CH3:10])=[N:13][C:14]([NH2:18])=[N:15][CH:16]=1. The yield is 1.13. (8) The reactants are [Br:1][C:2]1[CH:7]=[CH:6][C:5]([C@@H:8]([N:10]2[CH2:15][CH2:14][C@:13]([CH2:22][C:23](=[O:25])[CH3:24])([C:16]3[CH:21]=[CH:20][CH:19]=[CH:18][CH:17]=3)[O:12][C:11]2=[O:26])[CH3:9])=[CH:4][CH:3]=1.[CH3:27][Mg]Br. The catalyst is C1COCC1. The product is [Br:1][C:2]1[CH:7]=[CH:6][C:5]([C@@H:8]([N:10]2[CH2:15][CH2:14][C@:13]([CH2:22][C:23]([OH:25])([CH3:27])[CH3:24])([C:16]3[CH:17]=[CH:18][CH:19]=[CH:20][CH:21]=3)[O:12][C:11]2=[O:26])[CH3:9])=[CH:4][CH:3]=1. The yield is 0.650. (9) The reactants are Br[C:2]1[CH:7]=[CH:6][C:5]([O:8][CH2:9][CH3:10])=[CH:4][C:3]=1[O:11][CH:12]([CH3:14])[CH3:13].C(=O)(O)[O-].[Na+].[CH3:20][N:21](C=O)C. The catalyst is C(OCC)C.[C-]#N.[Zn+2].[C-]#N.[Pd].C1(P(C2C=CC=CC=2)C2C=CC=CC=2)C=CC=CC=1.C1(P(C2C=CC=CC=2)C2C=CC=CC=2)C=CC=CC=1.C1(P(C2C=CC=CC=2)C2C=CC=CC=2)C=CC=CC=1.C1(P(C2C=CC=CC=2)C2C=CC=CC=2)C=CC=CC=1. The product is [CH2:9]([O:8][C:5]1[CH:6]=[CH:7][C:2]([C:20]#[N:21])=[C:3]([O:11][CH:12]([CH3:14])[CH3:13])[CH:4]=1)[CH3:10]. The yield is 0.810. (10) The reactants are [CH3:1][C:2]1[CH:7]=[CH:6][C:5]([S:8]([O:11][CH2:12][CH:13]2[CH2:17][C:16]3[CH:18]=[C:19]([F:23])[CH:20]=[C:21](Br)[C:15]=3[O:14]2)(=[O:10])=[O:9])=[CH:4][CH:3]=1.[F:24][C:25]([F:36])([F:35])[C:26]1[CH:31]=[CH:30][CH:29]=[CH:28][C:27]=1B(O)O.C(=O)([O-])[O-].[K+].[K+]. No catalyst specified. The product is [CH3:1][C:2]1[CH:7]=[CH:6][C:5]([S:8]([O:11][CH2:12][CH:13]2[CH2:17][C:16]3[CH:18]=[C:19]([F:23])[CH:20]=[C:21]([C:27]4[CH:28]=[CH:29][CH:30]=[CH:31][C:26]=4[C:25]([F:36])([F:35])[F:24])[C:15]=3[O:14]2)(=[O:10])=[O:9])=[CH:4][CH:3]=1. The yield is 0.930.